From a dataset of Catalyst prediction with 721,799 reactions and 888 catalyst types from USPTO. Predict which catalyst facilitates the given reaction. (1) Reactant: C([Cl:4])(=O)C.[N:5]1[CH:10]=[CH:9][C:8]([N:11]2[CH2:28][CH2:27][CH2:26][C:13]3([CH2:18][N:17](C(OC(C)(C)C)=O)[CH2:16][CH2:15][CH2:14]3)[CH2:12]2)=[CH:7][CH:6]=1. Product: [ClH:4].[ClH:4].[ClH:4].[N:5]1[CH:6]=[CH:7][C:8]([N:11]2[CH2:28][CH2:27][CH2:26][C:13]3([CH2:14][CH2:15][CH2:16][NH:17][CH2:18]3)[CH2:12]2)=[CH:9][CH:10]=1. The catalyst class is: 8. (2) Reactant: [F:8][C:7]([F:10])([F:9])[C:6](O[C:6](=[O:11])[C:7]([F:10])([F:9])[F:8])=[O:11].C(N(CC)CC)C.[O:21]1[C:26]2([CH2:31][CH2:30][N:29]([C:32]([O:34][C:35]([CH3:38])([CH3:37])[CH3:36])=[O:33])[CH2:28][CH2:27]2)[CH2:25][NH:24][CH2:23][CH2:22]1.O. The catalyst class is: 2. Product: [F:10][C:7]([F:8])([F:9])[C:6]([N:24]1[CH2:25][C:26]2([CH2:31][CH2:30][N:29]([C:32]([O:34][C:35]([CH3:38])([CH3:37])[CH3:36])=[O:33])[CH2:28][CH2:27]2)[O:21][CH2:22][CH2:23]1)=[O:11]. (3) Reactant: FC(F)(F)S(O[C:7]1[CH:8]=[C:9]2[C:13](=[CH:14][CH:15]=1)[C:12]1=[N:16][CH:17]=[CH:18][N:11]1[C:10]2([C:30]1[CH:35]=[CH:34][C:33]([Cl:36])=[CH:32][CH:31]=1)[CH2:19][CH2:20][C:21]([N:23]1[CH:27]([CH3:28])[CH2:26][CH2:25][CH:24]1[CH3:29])=[O:22])(=O)=O.[CH3:39]B(O)O.C([O-])([O-])=O.[K+].[K+].O. Product: [Cl:36][C:33]1[CH:34]=[CH:35][C:30]([C:10]2([CH2:19][CH2:20][C:21]([N:23]3[CH:27]([CH3:28])[CH2:26][CH2:25][CH:24]3[CH3:29])=[O:22])[C:9]3[C:13](=[CH:14][CH:15]=[C:7]([CH3:39])[CH:8]=3)[C:12]3=[N:16][CH:17]=[CH:18][N:11]23)=[CH:31][CH:32]=1. The catalyst class is: 368. (4) Reactant: [NH2:1][C:2]1[CH:30]=[CH:29][C:5]2[NH:6][C:7]([C:12]3[C:13](=[O:28])[N:14]([CH2:23][CH2:24][CH:25]([CH3:27])[CH3:26])[C:15]4[C:20]([C:21]=3[OH:22])=[CH:19][CH:18]=[CH:17][N:16]=4)=[N:8][S:9](=[O:11])(=[O:10])[C:4]=2[CH:3]=1.[C:31]1([S:37](Cl)(=[O:39])=[O:38])[CH:36]=[CH:35][CH:34]=[CH:33][CH:32]=1. Product: [OH:22][C:21]1[C:20]2[C:15](=[N:16][CH:17]=[CH:18][CH:19]=2)[N:14]([CH2:23][CH2:24][CH:25]([CH3:27])[CH3:26])[C:13](=[O:28])[C:12]=1[C:7]1[NH:6][C:5]2[CH:29]=[CH:30][C:2]([NH:1][S:37]([C:31]3[CH:36]=[CH:35][CH:34]=[CH:33][CH:32]=3)(=[O:39])=[O:38])=[CH:3][C:4]=2[S:9](=[O:11])(=[O:10])[N:8]=1. The catalyst class is: 300. (5) Reactant: [H-].[Al+3].[Li+].[H-].[H-].[H-].C(O[C:12](=O)[NH:13][CH:14]1[CH2:19][CH2:18][CH2:17][CH:16]([N:20]2[CH2:25][CH2:24][N:23]([CH3:26])[CH2:22][CH2:21]2)[CH2:15]1)(C)(C)C.[OH-].[Na+].O. Product: [CH3:12][NH:13][CH:14]1[CH2:19][CH2:18][CH2:17][CH:16]([N:20]2[CH2:21][CH2:22][N:23]([CH3:26])[CH2:24][CH2:25]2)[CH2:15]1. The catalyst class is: 247. (6) Reactant: [CH2:1]([O:8][CH2:9][C:10]([C:12]1[CH:17]=[CH:16][CH:15]=[CH:14][CH:13]=1)=O)[C:2]1[CH:7]=[CH:6][CH:5]=[CH:4][CH:3]=1.C[O-:19].[Na+].[C:21](OC)(=[O:26])[C:22]([O:24][CH3:25])=[O:23]. Product: [CH3:25][O:24][C:22](=[O:23])[C:21](=[O:26])[CH2:13][C:14]([C:15]1[CH:16]=[CH:17][CH:12]=[CH:10][C:9]=1[O:8][CH2:1][C:2]1[CH:3]=[CH:4][CH:5]=[CH:6][CH:7]=1)=[O:19]. The catalyst class is: 5. (7) Reactant: [CH:1]([N:4]([CH:7]([CH3:9])[CH3:8])[CH2:5][CH3:6])(C)C.N.CN(C(O[N:19]1N=NC2[C:20]1=[CH:21][CH:22]=[CH:23]C=2)=[N+](C)C)C.F[P-](F)(F)(F)(F)F.CN(C)C=[O:38]. Product: [CH3:1][N:4]1[C:7]2[C:9](=[CH:23][CH:22]=[C:21]([C:20]([NH2:19])=[O:38])[CH:8]=2)[CH:6]=[CH:5]1. The catalyst class is: 12.